Dataset: Reaction yield outcomes from USPTO patents with 853,638 reactions. Task: Predict the reaction yield, written as a fraction of the theoretical maximum amount of product (1.0 means a 100% yield; for example, 0.34 means a 34% yield). (1) The reactants are [CH3:1][C:2]1([CH3:27])[O:16][C:6]2=[CH:7][C:8]3[C:9]([CH3:15])=[CH:10][CH:11]=[N:12][C:13]=3[CH:14]=[C:5]2[C@@H:4]([NH:17][CH2:18][CH2:19][C:20]2[CH:25]=[CH:24][CH:23]=[CH:22][CH:21]=2)[C@@H:3]1[OH:26].C(O)(=O)/C=C\C(O)=O.CCCCCC. The catalyst is C(OCC)(=O)C. The product is [CH3:1][C:2]1([CH3:27])[O:16][C:6]2=[CH:7][C:8]3[C:9]([CH3:15])=[CH:10][CH:11]=[N:12][C:13]=3[CH:14]=[C:5]2[CH:4]([NH:17][CH2:18][CH2:19][C:20]2[CH:21]=[CH:22][CH:23]=[CH:24][CH:25]=2)[CH:3]1[OH:26]. The yield is 0.720. (2) The reactants are [NH2:1][C:2]1[CH:7]=[CH:6][CH:5]=[CH:4][C:3]=1[C:8]1[NH:12][C:11]([CH3:13])=[C:10]([C:14]([NH2:16])=[O:15])[CH:9]=1.C(N(CC)CC)C.[N:24]1[CH:29]=[CH:28][CH:27]=[C:26]([S:30](Cl)(=[O:32])=[O:31])[CH:25]=1. The catalyst is C1COCC1. The product is [CH3:13][C:11]1[NH:12][C:8]([C:3]2[CH:4]=[CH:5][CH:6]=[CH:7][C:2]=2[NH:1][S:30]([C:26]2[CH:25]=[N:24][CH:29]=[CH:28][CH:27]=2)(=[O:32])=[O:31])=[CH:9][C:10]=1[C:14]([NH2:16])=[O:15]. The yield is 0.220. (3) The reactants are C([N:8]1[CH2:12][CH:11]([C:13]2[CH:18]=[CH:17][C:16]([Cl:19])=[CH:15][CH:14]=2)[C:10]([CH2:21][O:22][C:23]2[CH:28]=[CH:27][C:26]([Cl:29])=[CH:25][N:24]=2)([CH3:20])[CH2:9]1)C1C=CC=CC=1.ClC(OC(Cl)C)=O.CCN(C(C)C)C(C)C. The catalyst is C1(C)C=CC=CC=1. The product is [Cl:29][C:26]1[CH:27]=[CH:28][C:23]([O:22][CH2:21][C:10]2([CH3:20])[CH:11]([C:13]3[CH:14]=[CH:15][C:16]([Cl:19])=[CH:17][CH:18]=3)[CH2:12][NH:8][CH2:9]2)=[N:24][CH:25]=1. The yield is 0.970. (4) The reactants are [Cl:1][C:2]1[N:7]=[C:6]([O:8][C:9]2[CH:10]=[C:11]([CH:14]=[C:15]([CH3:17])[CH:16]=2)[CH:12]=[O:13])[C:5]([CH:18]([CH3:20])[CH3:19])=[C:4]([Cl:21])[N:3]=1.[CH2:22](O)[CH2:23][OH:24].C1(C)C=CC(S(O)(=O)=O)=CC=1. The catalyst is C1(C)C=CC=CC=1.CC(=O)OCC. The product is [Cl:1][C:2]1[N:3]=[C:4]([Cl:21])[C:5]([CH:18]([CH3:19])[CH3:20])=[C:6]([O:8][C:9]2[CH:16]=[C:15]([CH3:17])[CH:14]=[C:11]([CH:12]3[O:24][CH2:23][CH2:22][O:13]3)[CH:10]=2)[N:7]=1. The yield is 0.920. (5) The reactants are [N+:1]([C:4]1[CH:21]=[CH:20][C:7]([O:8][C:9]2[C:18]3[C:13](=[CH:14][C:15]([OH:19])=[CH:16][CH:17]=3)[N:12]=[CH:11][CH:10]=2)=[CH:6][CH:5]=1)([O-:3])=[O:2].[OH-].[Na+].[CH3:24][C:25]1([O:28][CH2:27]1)[CH3:26]. The catalyst is O.C(Cl)Cl. The product is [CH3:24][C:25]([OH:28])([CH3:27])[CH2:26][O:19][C:15]1[CH:14]=[C:13]2[C:18]([C:9]([O:8][C:7]3[CH:20]=[CH:21][C:4]([N+:1]([O-:3])=[O:2])=[CH:5][CH:6]=3)=[CH:10][CH:11]=[N:12]2)=[CH:17][CH:16]=1. The yield is 0.427. (6) The reactants are [CH3:1][O:2][C:3]1[N:8]=[CH:7][C:6]([N:9]2[C:13]([C:14]3[CH:19]=[CH:18][CH:17]=[CH:16][N:15]=3)=[CH:12][C:11]([C:20]([OH:22])=O)=[N:10]2)=[CH:5][CH:4]=1.[NH2:23][C:24]1[CH:29]=[CH:28][CH:27]=[CH:26][N:25]=1. No catalyst specified. The product is [N:25]1[CH:26]=[CH:27][CH:28]=[CH:29][C:24]=1[NH:23][C:20]([C:11]1[CH:12]=[C:13]([C:14]2[CH:19]=[CH:18][CH:17]=[CH:16][N:15]=2)[N:9]([C:6]2[CH:7]=[N:8][C:3]([O:2][CH3:1])=[CH:4][CH:5]=2)[N:10]=1)=[O:22]. The yield is 0.480. (7) The reactants are [F:1][C:2]1[CH:3]=[CH:4][C:5]2[N:9]=[C:8]([CH:10]([CH3:12])[CH3:11])[N:7]([C:13]3[C:21]4[O:20][CH2:19][C@@H:18]([N:22](C(=O)C(F)(F)F)[C:23]5[CH:36]=[CH:35][C:26]6[C@H:27]([CH2:30][C:31]([O:33]C)=[O:32])[CH2:28][O:29][C:25]=6[CH:24]=5)[C:17]=4[CH:16]=[CH:15][CH:14]=3)[C:6]=2[CH:43]=1.[OH-].[Na+].Cl. The catalyst is O1CCCC1.CO.O. The product is [F:1][C:2]1[CH:3]=[CH:4][C:5]2[N:9]=[C:8]([CH:10]([CH3:12])[CH3:11])[N:7]([C:13]3[C:21]4[O:20][CH2:19][C@@H:18]([NH:22][C:23]5[CH:36]=[CH:35][C:26]6[C@H:27]([CH2:30][C:31]([OH:33])=[O:32])[CH2:28][O:29][C:25]=6[CH:24]=5)[C:17]=4[CH:16]=[CH:15][CH:14]=3)[C:6]=2[CH:43]=1. The yield is 1.00. (8) The reactants are C=O.[Br:3][C:4]1[CH:37]=[CH:36][C:7]([NH:8][C:9]2[C:18]3[C:13](=[CH:14][C:15]([O:21][CH2:22][CH:23]4[CH2:28][CH2:27][N:26]([C:29](OC(C)(C)C)=O)[CH2:25][CH2:24]4)=[C:16]([O:19][CH3:20])[CH:17]=3)[N:12]=[CH:11][N:10]=2)=[C:6]([F:38])[CH:5]=1. The catalyst is C(O)=O. The product is [Br:3][C:4]1[CH:37]=[CH:36][C:7]([NH:8][C:9]2[C:18]3[C:13](=[CH:14][C:15]([O:21][CH2:22][CH:23]4[CH2:24][CH2:25][N:26]([CH3:29])[CH2:27][CH2:28]4)=[C:16]([O:19][CH3:20])[CH:17]=3)[N:12]=[CH:11][N:10]=2)=[C:6]([F:38])[CH:5]=1. The yield is 0.880.